From a dataset of Retrosynthesis with 50K atom-mapped reactions and 10 reaction types from USPTO. Predict the reactants needed to synthesize the given product. (1) Given the product CC(=O)c1cc(S(=O)(=O)N(C)CC(O)c2ccc(F)cc2)c(N)s1, predict the reactants needed to synthesize it. The reactants are: CC(=O)c1cc(S(=O)(=O)N(C)CC(O)c2ccc(F)cc2)c(NC(=O)OC(C)(C)C)s1. (2) Given the product C#CC(O)(C1CC1)C1CC1, predict the reactants needed to synthesize it. The reactants are: C#C[Mg+].O=C(C1CC1)C1CC1.